This data is from Reaction yield outcomes from USPTO patents with 853,638 reactions. The task is: Predict the reaction yield, written as a fraction of the theoretical maximum amount of product (1.0 means a 100% yield; for example, 0.34 means a 34% yield). The reactants are C[O:2][C:3](=[O:17])[C@@H:4]1[CH2:8][C@H:7]([OH:9])[CH2:6][N:5]1[C:10]([O:12][C:13]([CH3:16])([CH3:15])[CH3:14])=[O:11].[OH-].[Na+].C(O)(=O)CC(CC(O)=O)(C(O)=O)O. The catalyst is C(O)C. The product is [C:10]([N:5]1[CH2:6][C@@H:7]([OH:9])[CH2:8][C@H:4]1[C:3]([OH:17])=[O:2])([O:12][C:13]([CH3:16])([CH3:15])[CH3:14])=[O:11]. The yield is 0.780.